From a dataset of Human Reference Interactome with 51,813 positive PPI pairs across 8,248 proteins, plus equal number of experimentally-validated negative pairs. Binary Classification. Given two protein amino acid sequences, predict whether they physically interact or not. Protein 1 (ENSG00000140262) has sequence MNPQQQRMAAIGTDKELSDLLDFSAMFSPPVNSGKTRPTTLGSSQFSGSGIDERGGTTSWGTSGQPSPSYDSSRGFTDSPHYSDHLNDSRLGAHEGLSPTPFMNSNLMGKTSERGSFSLYSRDTGLPGCQSSLLRQDLGLGSPAQLSSSGKPGTAYYSFSATSSRRRPLHDSAALDPLQAKKVRKVPPGLPSSVYAPSPNSDDFNRESPSYPSPKPPTSMFASTFFMQDGTHNSSDLWSSSNGMSQPGFGGILGTSTSHMSQSSSYGNLHSHDRLSYPPHSVSPTDINTSLPPMSSFHRG.... Protein 2 (ENSG00000163792) has sequence MSQRKARGPPAMPGVGHSQTQAKARLLPGADRKRSRLSRTRQDPWEERSWSNQRWSRATPGPRGTRAGGLALGRSEASPENAARERSRVRTLRQAFLALQAALPAVPPDTKLSKLDVLVLAASYIAHLTRTLGHELPGPAWPPFLRGLRYLHPLKKWPMRSRLYAGGLGYSDLDSTTASTPSQRTRDAEVGSQVPGEADALLSTTPLSPALGDK*. Result: 1 (the proteins interact).